This data is from Full USPTO retrosynthesis dataset with 1.9M reactions from patents (1976-2016). The task is: Predict the reactants needed to synthesize the given product. (1) Given the product [CH3:1][OH:8].[CH2:18]1[CH2:17][O:16][CH2:22][CH2:23]1.[CH2:1]([O:8][C:9]1[CH:14]=[C:13]([C:38]2[CH:39]=[C:34]([CH:35]=[CH:36][CH:37]=2)[C:31]([NH2:32])=[O:33])[CH:12]=[C:11]([O:16][CH2:17][C:18]2[CH:23]=[CH:22][CH:21]=[CH:20][CH:19]=2)[CH:10]=1)[C:2]1[CH:7]=[CH:6][CH:5]=[CH:4][CH:3]=1, predict the reactants needed to synthesize it. The reactants are: [CH2:1]([O:8][C:9]1[CH:14]=[C:13](Br)[CH:12]=[C:11]([O:16][CH2:17][C:18]2[CH:23]=[CH:22][CH:21]=[CH:20][CH:19]=2)[CH:10]=1)[C:2]1[CH:7]=[CH:6][CH:5]=[CH:4][CH:3]=1.O.C([O-])([O-])=O.[K+].[K+].[C:31]([C:34]1[CH:35]=[C:36](B(O)O)[CH:37]=[CH:38][CH:39]=1)(=[O:33])[NH2:32]. (2) The reactants are: C([O-])([O-])=O.[K+].[K+].[C:7]1([CH2:13][SH:14])[CH:12]=[CH:11][CH:10]=[CH:9][CH:8]=1.Br[C:16]1[CH:21]=[CH:20][C:19]([CH:22]2[C:31]3[C:26](=[C:27]([Cl:33])[CH:28]=[C:29]([Cl:32])[CH:30]=3)[CH2:25][N:24]([CH3:34])[CH2:23]2)=[CH:18][CH:17]=1. Given the product [CH2:13]([S:14][C:16]1[CH:17]=[CH:18][C:19]([CH:22]2[C:31]3[C:26](=[C:27]([Cl:33])[CH:28]=[C:29]([Cl:32])[CH:30]=3)[CH2:25][N:24]([CH3:34])[CH2:23]2)=[CH:20][CH:21]=1)[C:7]1[CH:12]=[CH:11][CH:10]=[CH:9][CH:8]=1, predict the reactants needed to synthesize it. (3) Given the product [PH:1](=[O:4])([O:3][Si:6]([CH3:13])([CH3:12])[CH3:5])[O:2][Si:6]([CH3:13])([CH3:12])[CH3:5], predict the reactants needed to synthesize it. The reactants are: [P:1]([OH:4])([OH:3])[OH:2].[CH3:5][Si:6]([CH3:13])([CH3:12])O[Si:6]([CH3:13])([CH3:12])[CH3:5].C1C=CC=CC=1. (4) Given the product [C:14]([C:9]1[CH:8]=[C:7]2[C:12]([CH:13]=[C:5]([C:3]([OH:4])=[O:2])[NH:6]2)=[CH:11][CH:10]=1)#[N:15], predict the reactants needed to synthesize it. The reactants are: C[O:2][C:3]([C:5]1[NH:6][C:7]2[C:12]([CH:13]=1)=[CH:11][CH:10]=[C:9]([C:14]#[N:15])[CH:8]=2)=[O:4].[OH-].[Na+].